Dataset: Reaction yield outcomes from USPTO patents with 853,638 reactions. Task: Predict the reaction yield, written as a fraction of the theoretical maximum amount of product (1.0 means a 100% yield; for example, 0.34 means a 34% yield). (1) The product is [F:8][C:4]1[CH:5]=[CH:6][CH:7]=[C:2]([C:9]2[CH:14]=[CH:13][CH:12]=[CH:11][CH:10]=2)[N:3]=1. The reactants are F[C:2]1[CH:7]=[CH:6][CH:5]=[C:4]([F:8])[N:3]=1.[C:9]1([Li])[CH:14]=[CH:13][CH:12]=[CH:11][CH:10]=1. The catalyst is C1COCC1. The yield is 0.0200. (2) The catalyst is CN(C=O)C. The product is [OH:16][CH2:15][C@@H:14]([N:13]1[C:2]2[C:3](=[CH:21][C:22]([O:27][CH2:28][C:29]3[CH:34]=[CH:33][C:32]([O:35][CH3:36])=[CH:31][CH:30]=3)=[C:23]([O:25][CH3:26])[CH:24]=2)[C:4](=[O:5])[C:6]([C:7]([O:9][CH2:10][CH3:11])=[O:8])=[CH:12]1)[C:17]([CH3:20])([CH3:18])[CH3:19]. The yield is 0.690. The reactants are Br[C:2]1[CH:24]=[C:23]([O:25][CH3:26])[C:22]([O:27][CH2:28][C:29]2[CH:34]=[CH:33][C:32]([O:35][CH3:36])=[CH:31][CH:30]=2)=[CH:21][C:3]=1[C:4](/[C:6](=[CH:12]/[NH:13][C@@H:14]([C:17]([CH3:20])([CH3:19])[CH3:18])[CH2:15][OH:16])/[C:7]([O:9][CH2:10][CH3:11])=[O:8])=[O:5].C([O-])([O-])=O.[Cs+].[Cs+].[F-].[Cs+].